This data is from Full USPTO retrosynthesis dataset with 1.9M reactions from patents (1976-2016). The task is: Predict the reactants needed to synthesize the given product. The reactants are: [CH2:1]([C:3]1[N:7]([C:8]2[C:16]3[O:15][CH2:14][C@@H:13]([NH:17][C:18]4[CH:30]=[CH:29][C:21]5[C@H:22]([CH2:25][C:26]([OH:28])=[O:27])[CH2:23][O:24][C:20]=5[CH:19]=4)[C:12]=3[CH:11]=[CH:10][CH:9]=2)[C:6]2[CH:31]=[C:32]([F:36])[CH:33]=[C:34]([F:35])[C:5]=2[N:4]=1)[CH3:2].[OH-].[Na+:38].C(#N)C. Given the product [CH2:1]([C:3]1[N:7]([C:8]2[C:16]3[O:15][CH2:14][C@@H:13]([NH:17][C:18]4[CH:30]=[CH:29][C:21]5[C@H:22]([CH2:25][C:26]([O-:28])=[O:27])[CH2:23][O:24][C:20]=5[CH:19]=4)[C:12]=3[CH:11]=[CH:10][CH:9]=2)[C:6]2[CH:31]=[C:32]([F:36])[CH:33]=[C:34]([F:35])[C:5]=2[N:4]=1)[CH3:2].[Na+:38], predict the reactants needed to synthesize it.